The task is: Predict the reactants needed to synthesize the given product.. This data is from Full USPTO retrosynthesis dataset with 1.9M reactions from patents (1976-2016). (1) Given the product [NH2:41][C:27]1[N:28]=[CH:29][C:30]([C:2]2[CH:11]=[CH:10][C:9]3[N:8]=[CH:7][C:6]4[N:12]([CH3:24])[C:13](=[O:23])[N:14]([C:15]5[C:16]([CH3:22])=[N:17][N:18]([CH3:21])[C:19]=5[CH3:20])[C:5]=4[C:4]=3[CH:3]=2)=[CH:31][C:26]=1[Cl:25], predict the reactants needed to synthesize it. The reactants are: Br[C:2]1[CH:11]=[CH:10][C:9]2[N:8]=[CH:7][C:6]3[N:12]([CH3:24])[C:13](=[O:23])[N:14]([C:15]4[C:16]([CH3:22])=[N:17][N:18]([CH3:21])[C:19]=4[CH3:20])[C:5]=3[C:4]=2[CH:3]=1.[Cl:25][C:26]1[C:27]([NH2:41])=[N:28][CH:29]=[C:30](B2OC(C)(C)C(C)(C)O2)[CH:31]=1. (2) The reactants are: [O:1]=[C:2]1[N:6]([CH3:7])[C:5]([C:13]2[CH:18]=[CH:17][CH:16]=[CH:15][CH:14]=2)([CH2:8][O:9]CC=C)[C:4](=[O:19])[N:3]1[C:20]1[CH:27]=[CH:26][C:23]([C:24]#[N:25])=[C:22]([C:28]([F:31])([F:30])[F:29])[CH:21]=1.C(=O)(O)[O-].[Na+]. Given the product [O:1]=[C:2]1[N:6]([CH3:7])[C:5]([CH2:8][OH:9])([C:13]2[CH:14]=[CH:15][CH:16]=[CH:17][CH:18]=2)[C:4](=[O:19])[N:3]1[C:20]1[CH:27]=[CH:26][C:23]([C:24]#[N:25])=[C:22]([C:28]([F:31])([F:29])[F:30])[CH:21]=1, predict the reactants needed to synthesize it. (3) Given the product [CH:31]1([NH:37][C:3]([C:4]2[CH:10]=[C:11]([C:13]3[CH:18]=[CH:17][CH:16]=[CH:15][C:14]=3[O:19][C:20]([F:23])([F:22])[F:21])[N:30]([CH2:24][C@H:25]3[CH2:26][CH2:27][CH2:28][O:29]3)[C:5]=2[CH3:6])=[O:2])[CH2:36][CH2:35][CH2:34][CH2:33][CH2:32]1, predict the reactants needed to synthesize it. The reactants are: C[O:2][C:3](=O)[CH2:4][C:5](=O)[CH3:6].Br[CH2:10][C:11]([C:13]1[CH:18]=[CH:17][CH:16]=[CH:15][C:14]=1[O:19][C:20]([F:23])([F:22])[F:21])=O.[CH2:24]([NH2:30])[C@@H:25]1[O:29][CH2:28][CH2:27][CH2:26]1.[CH:31]1([NH2:37])[CH2:36][CH2:35][CH2:34][CH2:33][CH2:32]1. (4) The reactants are: CC(C)([O-])C.[K+].[Cl:7][C:8]1[CH:9]=[N:10][CH:11]=[C:12]([OH:14])[CH:13]=1.[CH2:15]([NH:17][C:18](=[O:29])[C:19]1[CH:24]=[C:23]([N+:25]([O-:27])=[O:26])[CH:22]=[CH:21][C:20]=1Cl)[CH3:16].O. Given the product [CH2:15]([NH:17][C:18](=[O:29])[C:19]1[CH:24]=[C:23]([N+:25]([O-:27])=[O:26])[CH:22]=[CH:21][C:20]=1[O:14][C:12]1[CH:13]=[C:8]([Cl:7])[CH:9]=[N:10][CH:11]=1)[CH3:16], predict the reactants needed to synthesize it.